Dataset: Reaction yield outcomes from USPTO patents with 853,638 reactions. Task: Predict the reaction yield, written as a fraction of the theoretical maximum amount of product (1.0 means a 100% yield; for example, 0.34 means a 34% yield). (1) The reactants are [CH2:1]([C@@H:8]1[NH:13][CH2:12][CH2:11][N:10]([C:14]2[CH:19]=[CH:18][C:17]([O:20][CH3:21])=[C:16]([O:22][CH:23]3[CH2:26][CH2:25][CH2:24]3)[CH:15]=2)[CH2:9]1)[C:2]1[CH:7]=[CH:6][CH:5]=[CH:4][CH:3]=1.C[O:28][C:29](=O)[CH2:30][C:31]1[CH:32]=[N:33][NH:34][CH:35]=1. No catalyst specified. The product is [CH2:1]([C@H:8]1[CH2:9][N:10]([C:14]2[CH:19]=[CH:18][C:17]([O:20][CH3:21])=[C:16]([O:22][CH:23]3[CH2:26][CH2:25][CH2:24]3)[CH:15]=2)[CH2:11][CH2:12][N:13]1[C:29](=[O:28])[CH2:30][C:31]1[CH:32]=[N:33][NH:34][CH:35]=1)[C:2]1[CH:3]=[CH:4][CH:5]=[CH:6][CH:7]=1. The yield is 0.140. (2) The reactants are C(OC([N:8]1[CH2:13][CH2:12][CH:11]([CH2:14][O:15][C:16]2[C:20]3[C:21]([O:25][C@@H:26]4[CH2:30][CH2:29][O:28][CH2:27]4)=[CH:22][CH:23]=[CH:24][C:19]=3[O:18][N:17]=2)[CH2:10][CH2:9]1)=O)(C)(C)C.Cl. The catalyst is CCOCC. The product is [NH:8]1[CH2:9][CH2:10][CH:11]([CH2:14][O:15][C:16]2[C:20]3[C:21]([O:25][C@@H:26]4[CH2:30][CH2:29][O:28][CH2:27]4)=[CH:22][CH:23]=[CH:24][C:19]=3[O:18][N:17]=2)[CH2:12][CH2:13]1. The yield is 0.810. (3) The reactants are I[C:2]1[CH:7]=[CH:6][C:5]([O:8][CH3:9])=[CH:4][CH:3]=1.[I-].[CH2:11]([OH:16])[CH2:12][CH2:13][C:14]#[CH:15]. The catalyst is C(NCC)C.[Pd](Cl)Cl.C1(P(C2C=CC=CC=2)C2C=CC=CC=2)C=CC=CC=1. The product is [CH3:9][O:8][C:5]1[CH:6]=[CH:7][C:2]([C:15]#[C:14][CH2:13][CH2:12][CH2:11][OH:16])=[CH:3][CH:4]=1. The yield is 0.870. (4) The reactants are [NH2:1][C:2]1[CH:7]=[CH:6][C:5]([C:8](=[O:10])[CH3:9])=[CH:4][CH:3]=1.C([O:15][C:16]1[C:17](=O)[C:18](=O)[C:19]=1[O:20]CCCC)CCC.[NH3:27]. The catalyst is C(O)C. The product is [C:8]([C:5]1[CH:6]=[CH:7][C:2]([NH:1][C:18]2[C:19](=[O:20])[C:16](=[O:15])[C:17]=2[NH2:27])=[CH:3][CH:4]=1)(=[O:10])[CH3:9]. The yield is 0.520. (5) The reactants are [Cl:1][C:2]1[CH:11]=[CH:10][C:9]([N:12]2[CH:16]=[CH:15][C:14]([CH3:17])=[N:13]2)=[CH:8][C:3]=1[C:4](OC)=[O:5].[NH3:18]. The catalyst is CO. The product is [Cl:1][C:2]1[CH:11]=[CH:10][C:9]([N:12]2[CH:16]=[CH:15][C:14]([CH3:17])=[N:13]2)=[CH:8][C:3]=1[C:4]([NH2:18])=[O:5]. The yield is 1.00.